Dataset: Reaction yield outcomes from USPTO patents with 853,638 reactions. Task: Predict the reaction yield, written as a fraction of the theoretical maximum amount of product (1.0 means a 100% yield; for example, 0.34 means a 34% yield). The reactants are [C:1]([O:5][C:6](=[O:22])[N:7](C1C=CC=C(O)C=1)[CH2:8][C:9]1[CH:14]=[CH:13][CH:12]=[CH:11][CH:10]=1)([CH3:4])([CH3:3])[CH3:2].Br[CH2:24][C:25]1[CH:34]=[CH:33][C:28]([C:29]([O:31][CH3:32])=[O:30])=[CH:27][CH:26]=1.[C:35](=[O:38])([O-])[O-].[K+].[K+]. The catalyst is C(#N)C. The product is [C:1]([O:5][C:6]([NH:7][CH:8]([C:9]1[CH:10]=[CH:11][CH:12]=[CH:13][CH:14]=1)[C:10]1[CH:11]=[C:35]([CH:13]=[CH:14][CH:9]=1)[O:38][CH2:24][C:25]1[CH:34]=[CH:33][C:28]([C:29]([O:31][CH3:32])=[O:30])=[CH:27][CH:26]=1)=[O:22])([CH3:2])([CH3:3])[CH3:4]. The yield is 0.680.